This data is from Reaction yield outcomes from USPTO patents with 853,638 reactions. The task is: Predict the reaction yield, written as a fraction of the theoretical maximum amount of product (1.0 means a 100% yield; for example, 0.34 means a 34% yield). The reactants are [NH2:1][C:2]1[N:6]([C:7]2[CH:8]=[C:9]([CH2:13][OH:14])[CH:10]=[CH:11][CH:12]=2)[N:5]=[C:4]([C:15]([CH3:18])([CH3:17])[CH3:16])[CH:3]=1.[OH-].[Na+].Cl[C:22]([O:24][CH2:25][C:26]([Cl:29])([Cl:28])[Cl:27])=[O:23]. The catalyst is CCOC(C)=O. The product is [Cl:27][C:26]([Cl:29])([Cl:28])[CH2:25][O:24][C:22](=[O:23])[NH:1][C:2]1[N:6]([C:7]2[CH:12]=[CH:11][CH:10]=[C:9]([CH2:13][OH:14])[CH:8]=2)[N:5]=[C:4]([C:15]([CH3:18])([CH3:17])[CH3:16])[CH:3]=1. The yield is 0.990.